From a dataset of CYP2C9 inhibition data for predicting drug metabolism from PubChem BioAssay. Regression/Classification. Given a drug SMILES string, predict its absorption, distribution, metabolism, or excretion properties. Task type varies by dataset: regression for continuous measurements (e.g., permeability, clearance, half-life) or binary classification for categorical outcomes (e.g., BBB penetration, CYP inhibition). Dataset: cyp2c9_veith. (1) The compound is N#C/C(=C\c1ccc(Oc2ccc(C(F)(F)F)cc2[N+](=O)[O-])cc1)c1nc2ccccc2[nH]1. The result is 1 (inhibitor). (2) The drug is C#CCN1C(C)=C(C(=O)OC)[C@@H](c2cccc([N+](=O)[O-])c2)C(C(=O)OCC)=C1C. The result is 1 (inhibitor). (3) The compound is COc1ncc2nc(-c3cn(C)c4ccccc34)c(=O)n(CCC#N)c2n1. The result is 0 (non-inhibitor). (4) The drug is CCOC(=O)/C(=C/Nc1ccccc1)[N+](=O)[O-]. The result is 0 (non-inhibitor). (5) The compound is NCCCCCCCCCCNS(=O)(=O)c1cccc2c(Cl)cccc12. The result is 1 (inhibitor). (6) The drug is CC1(C)C2([N+](=O)[O-])CN3CC1([N+](=O)[O-])CN(C2)C31CCCC1. The result is 0 (non-inhibitor). (7) The drug is CCOc1ccc(N(C(C)C(=O)N/N=C(\C)c2cccc(NC(=O)c3ccccc3)c2)S(C)(=O)=O)cc1. The result is 1 (inhibitor).